This data is from Full USPTO retrosynthesis dataset with 1.9M reactions from patents (1976-2016). The task is: Predict the reactants needed to synthesize the given product. (1) Given the product [Cl:43][C:22]1[N:21]=[C:20]2[C:25]([N:26]=[CH:27][N:19]2[C@@H:17]2[CH2:18][C@H:14]([N:13]3[C:12](=[O:46])[CH2:11][NH:10][C:9]3=[O:8])[C@@H:15]([OH:45])[C@H:16]2[OH:44])=[C:24]([NH:28][CH2:29][CH:30]([C:37]2[CH:38]=[CH:39][CH:40]=[CH:41][CH:42]=2)[C:31]2[CH:36]=[CH:35][CH:34]=[CH:33][CH:32]=2)[N:23]=1, predict the reactants needed to synthesize it. The reactants are: C([O:8][C:9](=O)[NH:10][CH2:11][C:12](=[O:46])[NH:13][C@H:14]1[CH2:18][C@@H:17]([N:19]2[CH:27]=[N:26][C:25]3[C:20]2=[N:21][C:22]([Cl:43])=[N:23][C:24]=3[NH:28][CH2:29][CH:30]([C:37]2[CH:42]=[CH:41][CH:40]=[CH:39][CH:38]=2)[C:31]2[CH:36]=[CH:35][CH:34]=[CH:33][CH:32]=2)[C@H:16]([OH:44])[C@@H:15]1[OH:45])C1C=CC=CC=1. (2) Given the product [NH2:2][CH2:3][C:4]1[CH:5]=[C:6]([C:14]2[CH:15]=[CH:16][C:17]([C:33]([F:35])([F:36])[F:34])=[C:18]([CH2:19][O:20][C:21]3[CH:26]=[CH:25][CH:24]=[CH:23][C:22]=3[CH2:27][C:28]([OH:30])=[O:29])[CH:32]=2)[CH:7]=[CH:8][CH:9]=1, predict the reactants needed to synthesize it. The reactants are: Cl.[NH2:2][CH2:3][C:4]1[CH:5]=[C:6](B(O)O)[CH:7]=[CH:8][CH:9]=1.Cl[C:14]1[CH:15]=[CH:16][C:17]([C:33]([F:36])([F:35])[F:34])=[C:18]([CH:32]=1)[CH2:19][O:20][C:21]1[CH:26]=[CH:25][CH:24]=[CH:23][C:22]=1[CH2:27][C:28]([O:30]C)=[O:29].C(#N)C.[O-]P([O-])([O-])=O.[K+].[K+].[K+].